From a dataset of NCI-60 drug combinations with 297,098 pairs across 59 cell lines. Regression. Given two drug SMILES strings and cell line genomic features, predict the synergy score measuring deviation from expected non-interaction effect. (1) Drug 1: CCC1(CC2CC(C3=C(CCN(C2)C1)C4=CC=CC=C4N3)(C5=C(C=C6C(=C5)C78CCN9C7C(C=CC9)(C(C(C8N6C=O)(C(=O)OC)O)OC(=O)C)CC)OC)C(=O)OC)O.OS(=O)(=O)O. Drug 2: C(=O)(N)NO. Cell line: MALME-3M. Synergy scores: CSS=-7.55, Synergy_ZIP=0.922, Synergy_Bliss=-6.15, Synergy_Loewe=-8.17, Synergy_HSA=-9.15. (2) Drug 1: CC=C1C(=O)NC(C(=O)OC2CC(=O)NC(C(=O)NC(CSSCCC=C2)C(=O)N1)C(C)C)C(C)C. Drug 2: CC12CCC3C(C1CCC2OP(=O)(O)O)CCC4=C3C=CC(=C4)OC(=O)N(CCCl)CCCl.[Na+]. Cell line: HCT116. Synergy scores: CSS=25.8, Synergy_ZIP=-7.60, Synergy_Bliss=-13.2, Synergy_Loewe=-39.1, Synergy_HSA=-13.9. (3) Drug 1: CCC1=CC2CC(C3=C(CN(C2)C1)C4=CC=CC=C4N3)(C5=C(C=C6C(=C5)C78CCN9C7C(C=CC9)(C(C(C8N6C)(C(=O)OC)O)OC(=O)C)CC)OC)C(=O)OC.C(C(C(=O)O)O)(C(=O)O)O. Drug 2: CN(CCCl)CCCl.Cl. Cell line: UACC-257. Synergy scores: CSS=22.6, Synergy_ZIP=-6.02, Synergy_Bliss=2.40, Synergy_Loewe=-10.1, Synergy_HSA=-0.649. (4) Drug 1: C1=CC(=C2C(=C1NCCNCCO)C(=O)C3=C(C=CC(=C3C2=O)O)O)NCCNCCO. Drug 2: CC(C)NC(=O)C1=CC=C(C=C1)CNNC.Cl. Cell line: SF-295. Synergy scores: CSS=65.6, Synergy_ZIP=9.93, Synergy_Bliss=10.1, Synergy_Loewe=-41.8, Synergy_HSA=10.3. (5) Drug 1: CCCS(=O)(=O)NC1=C(C(=C(C=C1)F)C(=O)C2=CNC3=C2C=C(C=N3)C4=CC=C(C=C4)Cl)F. Drug 2: CN1CCC(CC1)COC2=C(C=C3C(=C2)N=CN=C3NC4=C(C=C(C=C4)Br)F)OC. Cell line: NCIH23. Synergy scores: CSS=-8.13, Synergy_ZIP=0.224, Synergy_Bliss=-7.69, Synergy_Loewe=-14.6, Synergy_HSA=-11.5. (6) Drug 2: C1CNP(=O)(OC1)N(CCCl)CCCl. Synergy scores: CSS=-0.234, Synergy_ZIP=0.339, Synergy_Bliss=-0.244, Synergy_Loewe=-0.103, Synergy_HSA=-0.784. Drug 1: C1=CC=C(C(=C1)C(C2=CC=C(C=C2)Cl)C(Cl)Cl)Cl. Cell line: IGROV1. (7) Drug 1: CC1=C(C=C(C=C1)NC(=O)C2=CC=C(C=C2)CN3CCN(CC3)C)NC4=NC=CC(=N4)C5=CN=CC=C5. Drug 2: C(CN)CNCCSP(=O)(O)O. Cell line: HCT-15. Synergy scores: CSS=4.33, Synergy_ZIP=3.98, Synergy_Bliss=1.37, Synergy_Loewe=-0.236, Synergy_HSA=-0.493. (8) Drug 1: CC1=C(C(CCC1)(C)C)C=CC(=CC=CC(=CC(=O)O)C)C. Drug 2: CC1C(C(CC(O1)OC2CC(OC(C2O)C)OC3=CC4=CC5=C(C(=O)C(C(C5)C(C(=O)C(C(C)O)O)OC)OC6CC(C(C(O6)C)O)OC7CC(C(C(O7)C)O)OC8CC(C(C(O8)C)O)(C)O)C(=C4C(=C3C)O)O)O)O. Cell line: SK-OV-3. Synergy scores: CSS=19.2, Synergy_ZIP=-2.67, Synergy_Bliss=-4.08, Synergy_Loewe=-2.86, Synergy_HSA=-2.68. (9) Drug 1: C1CC(=O)NC(=O)C1N2CC3=C(C2=O)C=CC=C3N. Drug 2: CC1=CC2C(CCC3(C2CCC3(C(=O)C)OC(=O)C)C)C4(C1=CC(=O)CC4)C. Cell line: UACC-257. Synergy scores: CSS=-2.73, Synergy_ZIP=0.602, Synergy_Bliss=-1.80, Synergy_Loewe=-3.84, Synergy_HSA=-4.42.